This data is from Catalyst prediction with 721,799 reactions and 888 catalyst types from USPTO. The task is: Predict which catalyst facilitates the given reaction. (1) Reactant: [F:1][C:2]([F:31])([F:30])[CH2:3][S:4]([NH:7][C:8]1[CH:17]=[CH:16][CH:15]=[C:14]2[C:9]=1[CH2:10][CH2:11][CH2:12][CH:13]2[C:18]1[N:19]=[CH:20][N:21]([C:23](OC(C)(C)C)=[O:24])[CH:22]=1)(=[O:6])=[O:5].FC(F)(F)C(O)=O. Product: [CH3:23][OH:24].[NH3:7].[NH:21]1[CH:22]=[C:18]([CH:13]2[CH2:12][CH2:11][CH2:10][C:9]3[C:8]([NH:7][S:4]([CH2:3][C:2]([F:31])([F:1])[F:30])(=[O:6])=[O:5])=[CH:17][CH:16]=[CH:15][C:14]2=3)[N:19]=[CH:20]1. The catalyst class is: 4. (2) Reactant: CC1[C:10]2[C:5](=[CH:6][CH:7]=[CH:8][CH:9]=2)[NH:4][C:3]1=[O:11].[Cl-].[Li+].[CH2:14]([Li])[CH2:15][CH2:16][CH3:17].C(I)C. Product: [CH2:15]([C:16]1([CH3:17])[C:10]2[C:5](=[CH:6][CH:7]=[CH:8][CH:9]=2)[NH:4][C:3]1=[O:11])[CH3:14]. The catalyst class is: 20. (3) Reactant: [CH3:1][CH:2]1[CH2:8][C:7]2[CH:9]=[C:10]3[O:15][CH2:14][O:13][C:11]3=[CH:12][C:6]=2[C:5]([C:16]2[CH:21]=[CH:20][C:19]([N+:22]([O-:24])=[O:23])=[CH:18][CH:17]=2)=[N:4][N:3]1[C:25](=O)[CH2:26][C:27](=[O:29])[CH3:28].COC1C=CC(P2(SP(C3C=CC(OC)=CC=3)(=S)S2)=[S:40])=CC=1. Product: [CH3:1][CH:2]1[CH2:8][C:7]2[CH:9]=[C:10]3[O:15][CH2:14][O:13][C:11]3=[CH:12][C:6]=2[C:5]([C:16]2[CH:21]=[CH:20][C:19]([N+:22]([O-:24])=[O:23])=[CH:18][CH:17]=2)=[N:4][N:3]1[C:25](=[S:40])[CH2:26][C:27](=[O:29])[CH3:28]. The catalyst class is: 11. (4) Reactant: C[O:2][C:3]([C:5]1[CH:6]=[CH:7][C:8]([Br:15])=[C:9]2[O:13][C:12]([CH3:14])=[N:11][C:10]=12)=O.[H-].C([Al+]CC(C)C)C(C)C. Product: [Br:15][C:8]1[C:9]2[O:13][C:12]([CH3:14])=[N:11][C:10]=2[C:5]([CH2:3][OH:2])=[CH:6][CH:7]=1. The catalyst class is: 7. (5) Product: [ClH:22].[CH3:1][O:2][C:3]1[CH:12]=[CH:11][C:6]2[N:7]=[C:8]([NH:10][C:14](=[O:21])[C:15]3[CH:20]=[CH:19][CH:18]=[N:17][CH:16]=3)[S:9][C:5]=2[CH:4]=1. Reactant: [CH3:1][O:2][C:3]1[CH:12]=[CH:11][C:6]2[N:7]=[C:8]([NH2:10])[S:9][C:5]=2[CH:4]=1.Cl.[C:14]([Cl:22])(=[O:21])[C:15]1[CH:20]=[CH:19][CH:18]=[N:17][CH:16]=1. The catalyst class is: 361. (6) Product: [CH3:1][C@H:2]1[CH2:8][C:7]2[CH:9]=[C:10]3[O:15][CH2:14][O:13][C:11]3=[CH:12][C:6]=2[C:5]([C:16]2[CH:21]=[CH:20][C:19]([N+:22]([O-:24])=[O:23])=[C:18]([CH3:25])[CH:17]=2)=[N:4][N:3]1[C:26](=[O:29])[CH2:27][CH3:28]. Reactant: [CH3:1][C@H:2]1[CH2:8][C:7]2[CH:9]=[C:10]3[O:15][CH2:14][O:13][C:11]3=[CH:12][C:6]=2[C:5]([C:16]2[CH:21]=[CH:20][C:19]([N+:22]([O-:24])=[O:23])=[C:18]([CH3:25])[CH:17]=2)=[N:4][NH:3]1.[C:26](O[C:26](=[O:29])[CH2:27][CH3:28])(=[O:29])[CH2:27][CH3:28].O.C(=O)([O-])[O-].[Na+].[Na+]. The catalyst class is: 4. (7) Reactant: C(OC(=O)[NH:7][C@@H:8]1[C:14](=[O:15])[N:13]([CH2:16][C:17]2[C:26]3[C:21](=[CH:22][CH:23]=[CH:24][CH:25]=3)[CH:20]=[CH:19][C:18]=2[CH3:27])[C:12]2[CH:28]=[CH:29][C:30]([C:32]#[N:33])=[CH:31][C:11]=2[NH:10][CH2:9]1)(C)(C)C.[ClH:35]. Product: [ClH:35].[NH2:7][C@@H:8]1[C:14](=[O:15])[N:13]([CH2:16][C:17]2[C:26]3[C:21](=[CH:22][CH:23]=[CH:24][CH:25]=3)[CH:20]=[CH:19][C:18]=2[CH3:27])[C:12]2[CH:28]=[CH:29][C:30]([C:32]#[N:33])=[CH:31][C:11]=2[NH:10][CH2:9]1. The catalyst class is: 12. (8) Reactant: [CH3:1][O:2][C:3]1[CH:8]=[CH:7][C:6](S(C(F)F)(=O)=O)=[CH:5][C:4]=1[NH:15][C:16]([NH:18][C:19]1[CH:24]=[CH:23][C:22]([CH3:25])=[CH:21][C:20]=1F)=[O:17].F[C:28]1[CH:34]=C(C)C=[CH:31][C:29]=1N.FC(F)S(C1C=CC(OC)=C(N=C=O)C=1)(=O)=O. Product: [CH3:1][O:2][C:3]1[C:4]([NH:15][C:16]([NH:18][C:19]2[CH:24]=[CH:23][C:22]([CH3:25])=[CH:21][CH:20]=2)=[O:17])=[CH:5][C:6]2[C:7]([CH:8]=1)=[CH:31][CH:29]=[CH:28][CH:34]=2. The catalyst class is: 25. (9) Reactant: [F:1][C:2]1[CH:3]=[CH:4][C:5]([O:11][C:12]([F:15])([F:14])[F:13])=[C:6]2[C:10]=1[NH:9][CH:8]=[CH:7]2.[OH-].[K+].[CH3:18][O:19][CH2:20][CH2:21]Br. Product: [F:1][C:2]1[CH:3]=[CH:4][C:5]([O:11][C:12]([F:15])([F:13])[F:14])=[C:6]2[C:10]=1[N:9]([CH2:21][CH2:20][O:19][CH3:18])[CH:8]=[CH:7]2. The catalyst class is: 16.